From a dataset of Peptide-MHC class I binding affinity with 185,985 pairs from IEDB/IMGT. Regression. Given a peptide amino acid sequence and an MHC pseudo amino acid sequence, predict their binding affinity value. This is MHC class I binding data. The peptide sequence is IHFLIRQL. The MHC is Mamu-A07 with pseudo-sequence Mamu-A07. The binding affinity (normalized) is 0.500.